Dataset: NCI-60 drug combinations with 297,098 pairs across 59 cell lines. Task: Regression. Given two drug SMILES strings and cell line genomic features, predict the synergy score measuring deviation from expected non-interaction effect. Drug 1: CC12CCC(CC1=CCC3C2CCC4(C3CC=C4C5=CN=CC=C5)C)O. Drug 2: CC1=C(C=C(C=C1)NC2=NC=CC(=N2)N(C)C3=CC4=NN(C(=C4C=C3)C)C)S(=O)(=O)N.Cl. Cell line: HS 578T. Synergy scores: CSS=6.31, Synergy_ZIP=2.80, Synergy_Bliss=9.38, Synergy_Loewe=2.28, Synergy_HSA=4.92.